From a dataset of Peptide-MHC class II binding affinity with 134,281 pairs from IEDB. Regression. Given a peptide amino acid sequence and an MHC pseudo amino acid sequence, predict their binding affinity value. This is MHC class II binding data. (1) The peptide sequence is GQNAWFLPAQADIVATK. The MHC is H-2-IAb with pseudo-sequence H-2-IAb. The binding affinity (normalized) is 0.0847. (2) The peptide sequence is EKKRFAATQFEPLAA. The MHC is DRB1_1001 with pseudo-sequence DRB1_1001. The binding affinity (normalized) is 0.550. (3) The peptide sequence is RVWEQIFSTWLLKPG. The MHC is HLA-DPA10301-DPB10402 with pseudo-sequence HLA-DPA10301-DPB10402. The binding affinity (normalized) is 0.938. (4) The peptide sequence is KGSNPNYLALLVKYV. The MHC is HLA-DQA10201-DQB10202 with pseudo-sequence HLA-DQA10201-DQB10202. The binding affinity (normalized) is 0. (5) The MHC is DRB1_1101 with pseudo-sequence DRB1_1101. The binding affinity (normalized) is 0.797. The peptide sequence is YGKDALLHEHYVYAKEGYEP. (6) The peptide sequence is NMESASTEYTPIG. The MHC is HLA-DQA10101-DQB10501 with pseudo-sequence HLA-DQA10101-DQB10501. The binding affinity (normalized) is 0.162. (7) The peptide sequence is ATTEEQKLIEDINAS. The binding affinity (normalized) is 0.212. The MHC is DRB5_0101 with pseudo-sequence DRB5_0101. (8) The peptide sequence is SHILGPERPSQQQPLPPQQTL. The MHC is HLA-DQA10301-DQB10302 with pseudo-sequence HLA-DQA10301-DQB10302. The binding affinity (normalized) is 0.104. (9) The MHC is DRB1_0901 with pseudo-sequence DRB1_0901. The peptide sequence is ARILRQLATPISVII. The binding affinity (normalized) is 0.415.